Dataset: NCI-60 drug combinations with 297,098 pairs across 59 cell lines. Task: Regression. Given two drug SMILES strings and cell line genomic features, predict the synergy score measuring deviation from expected non-interaction effect. (1) Drug 2: CC1=C(C(CCC1)(C)C)C=CC(=CC=CC(=CC(=O)O)C)C. Cell line: NCI-H460. Drug 1: CC1C(C(CC(O1)OC2CC(CC3=C2C(=C4C(=C3O)C(=O)C5=C(C4=O)C(=CC=C5)OC)O)(C(=O)C)O)N)O.Cl. Synergy scores: CSS=39.0, Synergy_ZIP=-1.86, Synergy_Bliss=-1.95, Synergy_Loewe=-2.27, Synergy_HSA=-0.721. (2) Drug 1: C1CCC(CC1)NC(=O)N(CCCl)N=O. Drug 2: C1C(C(OC1N2C=NC(=NC2=O)N)CO)O. Cell line: MALME-3M. Synergy scores: CSS=22.6, Synergy_ZIP=-3.69, Synergy_Bliss=5.55, Synergy_Loewe=-0.748, Synergy_HSA=4.99. (3) Drug 1: CC1C(C(CC(O1)OC2CC(OC(C2O)C)OC3=CC4=CC5=C(C(=O)C(C(C5)C(C(=O)C(C(C)O)O)OC)OC6CC(C(C(O6)C)O)OC7CC(C(C(O7)C)O)OC8CC(C(C(O8)C)O)(C)O)C(=C4C(=C3C)O)O)O)O. Drug 2: COC1=C2C(=CC3=C1OC=C3)C=CC(=O)O2. Cell line: T-47D. Synergy scores: CSS=8.30, Synergy_ZIP=0.679, Synergy_Bliss=-0.596, Synergy_Loewe=-33.1, Synergy_HSA=-2.37. (4) Drug 1: CCC1(CC2CC(C3=C(CCN(C2)C1)C4=CC=CC=C4N3)(C5=C(C=C6C(=C5)C78CCN9C7C(C=CC9)(C(C(C8N6C=O)(C(=O)OC)O)OC(=O)C)CC)OC)C(=O)OC)O.OS(=O)(=O)O. Drug 2: C1=NC(=NC(=O)N1C2C(C(C(O2)CO)O)O)N. Cell line: SF-295. Synergy scores: CSS=7.23, Synergy_ZIP=-4.61, Synergy_Bliss=-4.89, Synergy_Loewe=-4.83, Synergy_HSA=-4.45.